From a dataset of Reaction yield outcomes from USPTO patents with 853,638 reactions. Predict the reaction yield, written as a fraction of the theoretical maximum amount of product (1.0 means a 100% yield; for example, 0.34 means a 34% yield). (1) The reactants are [F:1][C:2]1[CH:3]=[C:4]([N:8](CC2C=CC=CC=2)[CH2:9][CH:10]([OH:15])[C:11]([F:14])([F:13])[F:12])[CH:5]=[CH:6][CH:7]=1. The catalyst is CO.[Pd]. The product is [F:1][C:2]1[CH:3]=[C:4]([NH:8][CH2:9][CH:10]([OH:15])[C:11]([F:13])([F:12])[F:14])[CH:5]=[CH:6][CH:7]=1. The yield is 0.980. (2) The reactants are [C:1]([C:4]1[CH:8]([C:9]2[CH:14]=[CH:13][C:12]([Cl:15])=[CH:11][CH:10]=2)[N:7]([CH2:16][C:17]2[CH:22]=[CH:21][C:20]([O:23][CH3:24])=[CH:19][CH:18]=2)[C:6](=[O:25])[C:5]=1O)(=O)[CH3:2].[NH:27]([C:29]1[N:33]([CH3:34])[N:32]=[CH:31][CH:30]=1)[NH2:28]. The catalyst is CCO.C1(C)C=CC=CC=1. The product is [Cl:15][C:12]1[CH:13]=[CH:14][C:9]([CH:8]2[C:4]3[C:1]([CH3:2])=[N:28][N:27]([C:29]4[N:33]([CH3:34])[N:32]=[CH:31][CH:30]=4)[C:5]=3[C:6](=[O:25])[N:7]2[CH2:16][C:17]2[CH:22]=[CH:21][C:20]([O:23][CH3:24])=[CH:19][CH:18]=2)=[CH:10][CH:11]=1. The yield is 0.850. (3) The reactants are Cl.CN(C)CCCN=C=NCC.C(N(C(C)C)C(C)C)C.[F:22][C:23]1[CH:31]=[C:30]([F:32])[C:29]([F:33])=[CH:28][C:24]=1[C:25]([OH:27])=O.[CH3:34][CH:35]([S:38]([NH2:41])(=[O:40])=[O:39])[CH2:36][CH3:37]. The catalyst is CN(C)C1C=CN=CC=1.C(Cl)Cl. The product is [CH:35]([S:38]([NH:41][C:25](=[O:27])[C:24]1[CH:28]=[C:29]([F:33])[C:30]([F:32])=[CH:31][C:23]=1[F:22])(=[O:40])=[O:39])([CH2:36][CH3:37])[CH3:34]. The yield is 0.310. (4) The reactants are [CH2:1]([C:5]1[N:6]=[C:7]([CH3:27])[NH:8][C:9](=[O:26])[C:10]=1[CH2:11][C:12]1[CH:17]=[CH:16][C:15]([C:18]2[C:19]([C:24]#[N:25])=[CH:20][CH:21]=[CH:22][CH:23]=2)=[CH:14][CH:13]=1)[CH2:2][CH2:3][CH3:4].[H-].[Na+].Br[CH2:31][CH2:32][C:33]1[CH:38]=[CH:37][C:36]([O:39][CH3:40])=[CH:35][CH:34]=1.[Cl-].O[NH3+:43].[C:44](=[O:47])([O-])[OH:45].[Na+]. The catalyst is C(OCC)(=O)C.CS(C)=O.CN(C)C=O. The product is [CH2:1]([C:5]1[N:6]=[C:7]([CH3:27])[N:8]([CH2:31][CH2:32][C:33]2[CH:38]=[CH:37][C:36]([O:39][CH3:40])=[CH:35][CH:34]=2)[C:9](=[O:26])[C:10]=1[CH2:11][C:12]1[CH:17]=[CH:16][C:15]([C:18]2[CH:23]=[CH:22][CH:21]=[CH:20][C:19]=2[C:24]2[NH:43][C:44](=[O:47])[O:45][N:25]=2)=[CH:14][CH:13]=1)[CH2:2][CH2:3][CH3:4]. The yield is 0.170. (5) The reactants are [C:1]([O:5][C:6](=[O:14])[NH:7][C@H:8]([C:12]#[N:13])[CH2:9][C:10]#[CH:11])([CH3:4])([CH3:3])[CH3:2].NO.[CH2:17]([OH:19])C. No catalyst specified. The product is [NH2:13]/[C:12](/[C@@H:8]([NH:7][C:6](=[O:14])[O:5][C:1]([CH3:4])([CH3:2])[CH3:3])[CH2:9][C:10]#[CH:11])=[CH:17]\[OH:19]. The yield is 0.957. (6) The reactants are II.[Br:3][C:4]1[CH:13]=[CH:12][C:11]2O[C@@H:9]3[CH2:14][CH2:15][O:16][C@H:17]([CH3:18])[C@H:8]3[C:7](=[CH2:19])[C:6]=2[CH:5]=1.[NH4+:20].[OH-:21].[S:22]([O-])([O-])(=O)=S.[Na+].[Na+].C[C:30]#[N:31]. The product is [Br:3][C:4]1[CH:13]=[CH:12][C:11]2[O:21][C@@H:9]3[CH2:14][CH2:15][O:16][C@H:17]([CH3:18])[C@H:8]3[C@:7]3([CH2:19][S:22][C:30]([NH2:31])=[N:20]3)[C:6]=2[CH:5]=1. The catalyst is C1COCC1.C([S-])#N.[Ag+].CCOC(C)=O. The yield is 0.560.